This data is from NCI-60 drug combinations with 297,098 pairs across 59 cell lines. The task is: Regression. Given two drug SMILES strings and cell line genomic features, predict the synergy score measuring deviation from expected non-interaction effect. (1) Drug 1: C1CN1P(=S)(N2CC2)N3CC3. Drug 2: C1=NNC2=C1C(=O)NC=N2. Cell line: HCT116. Synergy scores: CSS=7.58, Synergy_ZIP=-12.0, Synergy_Bliss=-8.74, Synergy_Loewe=-27.5, Synergy_HSA=-11.4. (2) Drug 1: C1=CC(=C2C(=C1NCCNCCO)C(=O)C3=C(C=CC(=C3C2=O)O)O)NCCNCCO. Drug 2: C1=CC=C(C(=C1)C(C2=CC=C(C=C2)Cl)C(Cl)Cl)Cl. Cell line: 786-0. Synergy scores: CSS=55.5, Synergy_ZIP=5.47, Synergy_Bliss=4.86, Synergy_Loewe=-48.0, Synergy_HSA=5.06.